From a dataset of Reaction yield outcomes from USPTO patents with 853,638 reactions. Predict the reaction yield, written as a fraction of the theoretical maximum amount of product (1.0 means a 100% yield; for example, 0.34 means a 34% yield). The reactants are [C:1]([C:3]1[CH:4]=[C:5]([CH:7]=[CH:8][CH:9]=1)[NH2:6])#[CH:2].[CH3:10][S:11](Cl)(=[O:13])=[O:12]. The catalyst is N1C=CC=CC=1. The product is [C:1]([C:3]1[CH:4]=[C:5]([NH:6][S:11]([CH3:10])(=[O:13])=[O:12])[CH:7]=[CH:8][CH:9]=1)#[CH:2]. The yield is 1.00.